The task is: Predict the reaction yield, written as a fraction of the theoretical maximum amount of product (1.0 means a 100% yield; for example, 0.34 means a 34% yield).. This data is from Reaction yield outcomes from USPTO patents with 853,638 reactions. The reactants are [ClH:1].N[C:3]1[C:4]([C:10]#[N:11])=[N:5][C:6]([I:9])=[CH:7][N:8]=1.N([O-])=O.[Na+]. The catalyst is O. The product is [Cl:1][C:3]1[C:4]([C:10]#[N:11])=[N:5][C:6]([I:9])=[CH:7][N:8]=1. The yield is 0.440.